Dataset: KCNQ2 potassium channel screen with 302,405 compounds. Task: Binary Classification. Given a drug SMILES string, predict its activity (active/inactive) in a high-throughput screening assay against a specified biological target. (1) The molecule is [O-][N+](=O)c1c(Nc2ccc(N)cc2)ccnc1. The result is 0 (inactive). (2) The drug is O=c1n(c(nc2c1cccc2)c1ccc(cc1)C)c1cccnc1. The result is 0 (inactive).